Dataset: Drug-target binding data from BindingDB using IC50 measurements. Task: Regression. Given a target protein amino acid sequence and a drug SMILES string, predict the binding affinity score between them. We predict pIC50 (pIC50 = -log10(IC50 in M); higher means more potent). Dataset: bindingdb_ic50. The compound is Nc1ncnc2c1nc(Sc1ccc(Cl)cc1)n2C1O[C@H](COP(=O)(O)OP(=O)(O)OC[C@H]2NC[C@H](O)[C@@H]2O)[C@@H](O)[C@H]1O. The target protein (O02776) has sequence MSAGPGCEPCTKRPRWDAAATSPPAASDARSFPGRQRRVLDSKDAPVQFRVPPSSSGCALGRAGQHRGSATSLVFKQKTITSWMDTKGIKTVESESLHSKENNNTREESMMSSVQKDNFYQHNMEKLENVSQLGFDKSPVEKGTQYLKQHQTAAMCKWQNEGPHSERLLESEPPAVTLVPEQFSNANVDQSSPKDDHSDTNSEESRDNQQFLTHVKLANAKQTMEDEQGREARSHQKCGKACHPAEACAGCQQEETDVVSESPLSDTGSEDVGTGLKNANRLNRQESSLGNSPPFEKESEPESPMDVDNSKNSCQDSEADEETSPGFDEQEDSSSAQTANKPSRFQPREADTELRKRSSAKGGEIRLHFQFEGGESRAGMNDVNAKRPGSTSSLNVECRNSKQHGRKDSKITDHFMRVPKAEDKRKEQCEMKHQRTERKIPKYIPPHLSPDKKWLGTPIEEMRRMPRCGIRLPPLRPSANHTVTIRVDLLRIGEVPKPFP.... The pIC50 is 3.9.